Regression. Given a peptide amino acid sequence and an MHC pseudo amino acid sequence, predict their binding affinity value. This is MHC class II binding data. From a dataset of Peptide-MHC class II binding affinity with 134,281 pairs from IEDB. (1) The peptide sequence is LDAKSTWYGKPTGAG. The MHC is DRB1_0405 with pseudo-sequence DRB1_0405. The binding affinity (normalized) is 0.309. (2) The peptide sequence is VFNYETETTSVIPAA. The MHC is DRB4_0101 with pseudo-sequence DRB4_0103. The binding affinity (normalized) is 0.229.